From a dataset of Full USPTO retrosynthesis dataset with 1.9M reactions from patents (1976-2016). Predict the reactants needed to synthesize the given product. (1) Given the product [F:26][C:17]([F:16])([F:25])[C:18]([F:23])([F:24])[S:19]([O-:22])(=[O:21])=[O:20].[O:2]=[C:3]([C:10]1[CH:15]=[CH:14][CH:13]=[CH:12][CH:11]=1)[CH2:4][S+:5]1[CH2:6][CH2:7][CH2:8][CH2:9]1, predict the reactants needed to synthesize it. The reactants are: [Br-].[O:2]=[C:3]([C:10]1[CH:15]=[CH:14][CH:13]=[CH:12][CH:11]=1)[CH2:4][S+:5]1[CH2:9][CH2:8][CH2:7][CH2:6]1.[F:16][C:17]([F:26])([F:25])[C:18]([F:24])([F:23])[S:19]([OH:22])(=[O:21])=[O:20].O.COC(C)(C)C. (2) Given the product [ClH:64].[Br:32][C:33]1[C:42]([C:43]2[CH:48]=[CH:47][CH:46]=[CH:45][N:44]=2)=[CH:41][C:40]2[N:39]([CH2:49][C:50]([F:52])([F:53])[F:51])[C:38](=[O:54])[C:37]3[CH:55]=[N:56][NH:57][C:36]=3[C:35]=2[CH:34]=1, predict the reactants needed to synthesize it. The reactants are: N1C=CC=CC=1C1C2C(=O)N(CC(F)(F)F)C3C=CC=CC=3C=2N(C2CCCCO2)N=1.[Br:32][C:33]1[C:42]([C:43]2[CH:48]=[CH:47][CH:46]=[CH:45][N:44]=2)=[CH:41][C:40]2[N:39]([CH2:49][C:50]([F:53])([F:52])[F:51])[C:38](=[O:54])[C:37]3[CH2:55][N:56](C4CCCCO4)[NH:57][C:36]=3[C:35]=2[CH:34]=1.[ClH:64].O. (3) Given the product [F:37][C:35]1[CH:36]=[C:31]([CH:32]=[C:33]([F:38])[CH:34]=1)[CH2:12][N:11]1[C:6]2[C:7](=[N:8][CH:3]=[CH:4][CH:5]=2)[C:9]([C:19]([NH:20][C@H:21]2[CH2:26][CH2:25][CH2:24][CH2:23][C@@H:22]2[OH:27])=[O:28])=[CH:10]1, predict the reactants needed to synthesize it. The reactants are: C([C:3]1[N:8]=[C:7]2[C:9]([C:19](=[O:28])[NH:20][C@H:21]3[CH2:26][CH2:25][CH2:24][CH2:23][C@@H:22]3[OH:27])=[CH:10][N:11]([C:12](OC(C)(C)C)=O)[C:6]2=[CH:5][CH:4]=1)#N.BrC[C:31]1[CH:36]=[C:35]([F:37])[CH:34]=[C:33]([F:38])[CH:32]=1.C(=O)([O-])[O-].[Cs+].[Cs+].CN(C=O)C. (4) Given the product [CH3:1][N:2]([CH3:17])[C:3]1[CH:4]=[CH:5][C:6]([C:9]2[CH:10]=[C:11]([CH3:16])[C:12]([NH:15][C:26](=[O:27])[CH2:25][CH2:24][C:22]3[O:23][C:19]([CH3:18])=[CH:20][CH:21]=3)=[N:13][CH:14]=2)=[CH:7][CH:8]=1, predict the reactants needed to synthesize it. The reactants are: [CH3:1][N:2]([CH3:17])[C:3]1[CH:8]=[CH:7][C:6]([C:9]2[CH:10]=[C:11]([CH3:16])[C:12]([NH2:15])=[N:13][CH:14]=2)=[CH:5][CH:4]=1.[CH3:18][C:19]1[O:23][C:22]([CH2:24][CH2:25][C:26](Cl)=[O:27])=[CH:21][CH:20]=1. (5) Given the product [OH:1][CH2:2][CH2:3][O:4][C@@H:5]1[CH2:10][CH2:9][C@H:8]([N:11]2[C:16](=[O:17])[C:15]([CH2:18][C:19]3[CH:24]=[CH:23][C:22]([C:25]4[CH:30]=[CH:29][CH:28]=[CH:27][C:26]=4[C:31]4[NH:40][C:75](=[O:77])[O:78][N:32]=4)=[CH:21][CH:20]=3)=[C:14]([CH2:33][CH2:34][CH3:35])[N:13]3[N:36]=[C:37]([CH3:39])[N:38]=[C:12]23)[CH2:7][CH2:6]1, predict the reactants needed to synthesize it. The reactants are: [OH:1][CH2:2][CH2:3][O:4][C@@H:5]1[CH2:10][CH2:9][C@H:8]([N:11]2[C:16](=[O:17])[C:15]([CH2:18][C:19]3[CH:24]=[CH:23][C:22]([C:25]4[C:26]([C:31]#[N:32])=[CH:27][CH:28]=[CH:29][CH:30]=4)=[CH:21][CH:20]=3)=[C:14]([CH2:33][CH2:34][CH3:35])[N:13]3[N:36]=[C:37]([CH3:39])[N:38]=[C:12]23)[CH2:7][CH2:6]1.[N:40]1C(C)=CC=CC=1C.FC(F)(F)S(O[Si](C(C)(C)C)(C)C)(=O)=O.Cl.N12CCCN=C1CCCCC2.[C:75]([O:78]CC)(=[O:77])C. (6) Given the product [CH3:12][C:7]1([CH3:13])[C:8]2[C:4](=[CH:3][C:2]3[N:24]([C:18]4[CH:23]=[CH:22][CH:21]=[CH:20][CH:19]=4)[C:25]([C:26]4[CH:31]=[CH:30][CH:29]=[CH:28][CH:27]=4)=[N:32][C:10]=3[CH:9]=2)[C:5]([CH3:17])([CH3:16])[C:6]1([CH3:15])[CH3:14], predict the reactants needed to synthesize it. The reactants are: Br[C:2]1[CH:3]=[C:4]2[C:8](=[CH:9][C:10]=1Br)[C:7]([CH3:13])([CH3:12])[C:6]([CH3:15])([CH3:14])[C:5]2([CH3:17])[CH3:16].[C:18]1([NH:24][C:25](=[NH:32])[C:26]2[CH:31]=[CH:30][CH:29]=[CH:28][CH:27]=2)[CH:23]=[CH:22][CH:21]=[CH:20][CH:19]=1.C(=O)([O-])[O-].[Cs+].[Cs+].CC1(C)C2C(=C(P(C3C=CC=CC=3)C3C=CC=CC=3)C=CC=2)OC2C(P(C3C=CC=CC=3)C3C=CC=CC=3)=CC=CC1=2. (7) Given the product [C:1]([CH:3]1[CH2:6][N:5]([C:7](=[O:31])[C@H:8]([NH:10][C:11]([C:13]2[C:21]3[C:16](=[N:17][CH:18]=[C:19]([C:37]4[N:41]5[CH:42]=[CH:43][CH:44]=[CH:45][C:40]5=[N:39][CH:38]=4)[N:20]=3)[N:15]([CH2:23][O:24][CH2:25][CH2:26][Si:27]([CH3:30])([CH3:29])[CH3:28])[CH:14]=2)=[O:12])[CH3:9])[CH2:4]1)#[N:2], predict the reactants needed to synthesize it. The reactants are: [C:1]([CH:3]1[CH2:6][N:5]([C:7](=[O:31])[C@H:8]([NH:10][C:11]([C:13]2[C:21]3[C:16](=[N:17][CH:18]=[C:19](Br)[N:20]=3)[N:15]([CH2:23][O:24][CH2:25][CH2:26][Si:27]([CH3:30])([CH3:29])[CH3:28])[CH:14]=2)=[O:12])[CH3:9])[CH2:4]1)#[N:2].C([Sn](CCCC)(CCCC)[C:37]1[N:41]2[CH:42]=[CH:43][CH:44]=[CH:45][C:40]2=[N:39][CH:38]=1)CCC.